From a dataset of Peptide-MHC class I binding affinity with 185,985 pairs from IEDB/IMGT. Regression. Given a peptide amino acid sequence and an MHC pseudo amino acid sequence, predict their binding affinity value. This is MHC class I binding data. (1) The peptide sequence is MRFYFTNW. The MHC is H-2-Db with pseudo-sequence H-2-Db. The binding affinity (normalized) is 0. (2) The peptide sequence is FQAGMRLYF. The MHC is HLA-B08:03 with pseudo-sequence HLA-B08:03. The binding affinity (normalized) is 0.0847. (3) The peptide sequence is EPLSPDTCLL. The MHC is HLA-B07:02 with pseudo-sequence HLA-B07:02. The binding affinity (normalized) is 0. (4) The peptide sequence is ISIRPRVTK. The MHC is HLA-A31:01 with pseudo-sequence HLA-A31:01. The binding affinity (normalized) is 0.521. (5) The peptide sequence is KTYRYRRL. The MHC is H-2-Kb with pseudo-sequence H-2-Kb. The binding affinity (normalized) is 0.839.